Dataset: Catalyst prediction with 721,799 reactions and 888 catalyst types from USPTO. Task: Predict which catalyst facilitates the given reaction. (1) Reactant: [CH3:1][C:2](=O)[CH2:3][CH2:4][CH:5]=[CH2:6].[CH2:8]([NH2:11])[CH:9]=[CH2:10].[C:12]1(C)[CH:17]=[CH:16][C:15](S(O)(=O)=O)=[CH:14][CH:13]=1. Product: [CH2:8]([NH:11][CH:2]([CH3:1])[CH2:3][CH2:4][CH:5]=[CH2:6])[CH:9]=[CH2:10].[CH2:8]([N:11]=[C:16]([CH3:15])[CH2:17][CH2:12][CH:13]=[CH2:14])[CH:9]=[CH2:10]. The catalyst class is: 2. (2) Reactant: [NH2:1][C:2]1[N:10]=[C:9]([Cl:11])[CH:8]=[CH:7][C:3]=1[C:4]([OH:6])=[O:5].[C:12](=O)([O-])[O-].[K+].[K+].IC. Product: [CH3:12][O:5][C:4](=[O:6])[C:3]1[CH:7]=[CH:8][C:9]([Cl:11])=[N:10][C:2]=1[NH2:1]. The catalyst class is: 3. (3) Reactant: [Cl:1][C:2]1[C:3]([OH:14])=[CH:4][C:5]([OH:13])=[C:6]([CH:12]=1)[C:7]([O:9][CH2:10][CH3:11])=[O:8].[CH3:15][O:16][C:17]1[CH:24]=[CH:23][C:20]([CH2:21]Cl)=[CH:19][CH:18]=1.C([O-])([O-])=O.[K+].[K+]. Product: [Cl:1][C:2]1[C:3]([O:14][CH2:21][C:20]2[CH:23]=[CH:24][C:17]([O:16][CH3:15])=[CH:18][CH:19]=2)=[CH:4][C:5]([OH:13])=[C:6]([CH:12]=1)[C:7]([O:9][CH2:10][CH3:11])=[O:8]. The catalyst class is: 21. (4) Reactant: [F:1][C:2]1[N:7]=[CH:6][C:5]([CH:8]([OH:13])[CH2:9][CH2:10][CH:11]=[CH2:12])=[CH:4][CH:3]=1.ClC1C=C(C=CC=1)C(OO)=[O:19]. Product: [F:1][C:2]1[N:7]=[CH:6][C:5]([CH:8]2[O:13][CH:11]([CH2:12][OH:19])[CH2:10][CH2:9]2)=[CH:4][CH:3]=1. The catalyst class is: 2.